From a dataset of Reaction yield outcomes from USPTO patents with 853,638 reactions. Predict the reaction yield, written as a fraction of the theoretical maximum amount of product (1.0 means a 100% yield; for example, 0.34 means a 34% yield). (1) The yield is 0.460. No catalyst specified. The product is [N:2]1([CH2:7][C:8]([N:20]2[CH2:21][C@H:17]([CH2:16][C:15]3[CH:39]=[CH:40][C:12]([F:11])=[CH:13][C:14]=3[CH3:41])[CH2:18][C@H:19]2[C:22]([NH:24][C:25]2[CH:30]=[CH:29][C:28]([O:31][C:32]3[CH:33]=[CH:34][C:35]([F:38])=[CH:36][CH:37]=3)=[CH:27][CH:26]=2)=[O:23])=[O:10])[CH:6]=[CH:5][N:4]=[N:3]1. The reactants are Cl.[N:2]1([CH2:7][C:8]([OH:10])=O)[CH:6]=[CH:5][N:4]=[N:3]1.[F:11][C:12]1[CH:40]=[CH:39][C:15]([CH2:16][C@H:17]2[CH2:21][NH:20][C@H:19]([C:22]([NH:24][C:25]3[CH:30]=[CH:29][C:28]([O:31][C:32]4[CH:37]=[CH:36][C:35]([F:38])=[CH:34][CH:33]=4)=[CH:27][CH:26]=3)=[O:23])[CH2:18]2)=[C:14]([CH3:41])[CH:13]=1. (2) The reactants are Cl[CH2:2][C:3]1[N:4]=[C:5]([NH2:8])[S:6][CH:7]=1.[CH3:9][NH2:10]. No catalyst specified. The product is [CH3:9][NH:10][CH2:2][C:3]1[N:4]=[C:5]([NH2:8])[S:6][CH:7]=1. The yield is 0.150. (3) The catalyst is CS(O)(=O)=O. The yield is 0.470. The product is [NH2:31][C:30]1[CH:32]=[CH:33][C:27]([O:26][C:20]2[C:19]3[C:24](=[CH:25][C:16]([OH:15])=[C:17]([O:34][CH3:35])[CH:18]=3)[N:23]=[CH:22][CH:21]=2)=[CH:28][CH:29]=1. The reactants are FC(F)(F)C(O)=O.C([O:15][C:16]1[CH:25]=[C:24]2[C:19]([C:20]([O:26][C:27]3[CH:33]=[CH:32][C:30]([NH2:31])=[CH:29][CH:28]=3)=[CH:21][CH:22]=[N:23]2)=[CH:18][C:17]=1[O:34][CH3:35])C1C=CC=CC=1. (4) The reactants are [F:1][C:2]1[CH:28]=[CH:27][C:5]([C:6]([N:8]2[CH2:21][CH2:20][C:19]3[C:18]4[CH:17]=[CH:16][CH:15]=[CH:14][C:13]=4[NH:12][C:11]=3[C:10]([C:22]([O:24][CH2:25][CH3:26])=[O:23])=[CH:9]2)=[O:7])=[CH:4][CH:3]=1.ClC1C(=O)C(C#N)=C(C#N)C(=[O:37])C=1Cl. The yield is 0.920. The product is [CH2:25]([O:24][C:22]([C:10]1[C:11]2[NH:12][C:13]3[CH:14]=[CH:15][CH:16]=[CH:17][C:18]=3[C:19]=2[C:20](=[O:37])[CH2:21][N:8]([C:6](=[O:7])[C:5]2[CH:4]=[CH:3][C:2]([F:1])=[CH:28][CH:27]=2)[CH:9]=1)=[O:23])[CH3:26]. The catalyst is C1COCC1.O.